From a dataset of Forward reaction prediction with 1.9M reactions from USPTO patents (1976-2016). Predict the product of the given reaction. (1) Given the reactants [Cl:1][C:2]1[CH:19]=[CH:18][C:5]([NH:6][CH2:7][C:8]2[CH:13]=[CH:12][C:11]([O:14][CH3:15])=[CH:10][C:9]=2[O:16][CH3:17])=[C:4]([C:20]([C:22]2[CH:27]=[CH:26][CH:25]=[C:24]([O:28][CH3:29])[C:23]=2[O:30][CH3:31])=[CH2:21])[CH:3]=1.C(=O)([O-])O.[Na+].[Cl:37][CH:38]([C:44](Cl)=[O:45])[CH2:39][C:40]([O:42][CH3:43])=[O:41], predict the reaction product. The product is: [Cl:37][CH:38]([C:44]([N:6]([CH2:7][C:8]1[CH:13]=[CH:12][C:11]([O:14][CH3:15])=[CH:10][C:9]=1[O:16][CH3:17])[C:5]1[CH:18]=[CH:19][C:2]([Cl:1])=[CH:3][C:4]=1[C:20]([C:22]1[CH:27]=[CH:26][CH:25]=[C:24]([O:28][CH3:29])[C:23]=1[O:30][CH3:31])=[CH2:21])=[O:45])[CH2:39][C:40]([O:42][CH3:43])=[O:41]. (2) Given the reactants [Cl:1][C:2]1[CH:11]=[C:10]2[C:5]([C:6](=[O:32])[C:7]([CH2:18][NH:19][C:20](=O)[O:21]C3C=CC([N+]([O-])=O)=CC=3)=[CH:8][N:9]2[C:12]2[CH:17]=[CH:16][CH:15]=[CH:14][CH:13]=2)=[CH:4][CH:3]=1.[CH3:33][O:34][C:35]([C@H:37]1[CH2:42][CH2:41][C@H:40]([NH2:43])[CH2:39][CH2:38]1)=[O:36], predict the reaction product. The product is: [CH3:33][O:34][C:35]([CH:37]1[CH2:42][CH2:41][CH:40]([NH:43][C:20]([NH:19][CH2:18][C:7]2[C:6](=[O:32])[C:5]3[C:10](=[CH:11][C:2]([Cl:1])=[CH:3][CH:4]=3)[N:9]([C:12]3[CH:17]=[CH:16][CH:15]=[CH:14][CH:13]=3)[CH:8]=2)=[O:21])[CH2:39][CH2:38]1)=[O:36]. (3) Given the reactants Cl[C:2]1[C:7]([CH3:8])=[N:6][C:5]([CH3:9])=[CH:4][N:3]=1.[CH:10]1[C:19]2[C:14](=[CH:15][CH:16]=[CH:17][CH:18]=2)[CH:13]=[CH:12][C:11]=1B(O)O.C(=O)([O-])[O-].[Na+].[Na+], predict the reaction product. The product is: [CH:18]1[C:19]2[C:14](=[CH:13][CH:12]=[CH:11][CH:10]=2)[CH:15]=[CH:16][C:17]=1[C:2]1[C:7]([CH3:8])=[N:6][C:5]([CH3:9])=[CH:4][N:3]=1. (4) Given the reactants [CH2:1]([C@H:8]([CH2:12][C:13]([O:15]C(C)(C)C)=[O:14])[C:9]([OH:11])=O)[C:2]1[CH:7]=[CH:6][CH:5]=[CH:4][CH:3]=1.[Cl:20][C:21]1[CH:26]=[CH:25][CH:24]=[CH:23][C:22]=1[C:27]1[N:28]=[C:29]([NH:33][CH3:34])[S:30][C:31]=1[F:32], predict the reaction product. The product is: [CH2:1]([C@@H:8]([C:9]([N:33]([C:29]1[S:30][C:31]([F:32])=[C:27]([C:22]2[CH:23]=[CH:24][CH:25]=[CH:26][C:21]=2[Cl:20])[N:28]=1)[CH3:34])=[O:11])[CH2:12][C:13]([OH:15])=[O:14])[C:2]1[CH:3]=[CH:4][CH:5]=[CH:6][CH:7]=1. (5) Given the reactants [OH-].[Na+].O.[CH:4](=[O:10])[CH2:5][CH2:6][CH2:7][CH2:8][CH3:9].[C:11]1(=[O:16])[CH2:15][CH2:14][CH2:13][CH2:12]1, predict the reaction product. The product is: [OH:10][CH:4]([CH:12]1[CH2:13][CH2:14][CH2:15][C:11]1=[O:16])[CH2:5][CH2:6][CH2:7][CH2:8][CH3:9]. (6) Given the reactants C(N(C(C)C)CC)(C)C.[NH2:10][C:11]1[CH:26]=[CH:25][C:24]([Cl:27])=[CH:23][C:12]=1[C:13]([NH:15][CH2:16][CH:17]1[CH2:22][CH2:21][CH2:20][CH2:19][CH2:18]1)=[O:14].[F:28][C:29]1[CH:38]=[C:37]([C:39](O)=[O:40])[C:32]2[O:33][CH2:34][O:35][CH2:36][C:31]=2[CH:30]=1.CN(C(ON1N=NC2C=CC=NC1=2)=[N+](C)C)C.F[P-](F)(F)(F)(F)F, predict the reaction product. The product is: [Cl:27][C:24]1[CH:25]=[CH:26][C:11]([NH:10][C:39]([C:37]2[C:32]3[O:33][CH2:34][O:35][CH2:36][C:31]=3[CH:30]=[C:29]([F:28])[CH:38]=2)=[O:40])=[C:12]([C:13]([NH:15][CH2:16][CH:17]2[CH2:22][CH2:21][CH2:20][CH2:19][CH2:18]2)=[O:14])[CH:23]=1. (7) Given the reactants [CH:1]([Si:4]([CH:16]([CH3:18])[CH3:17])([CH:13]([CH3:15])[CH3:14])[N:5]1[CH:9]=[CH:8][C:7](B(O)O)=[CH:6]1)([CH3:3])[CH3:2].Br[C:20]1[S:21][CH:22]=[CH:23][N:24]=1.C(=O)([O-])[O-].[K+].[K+], predict the reaction product. The product is: [CH:1]([Si:4]([CH:16]([CH3:18])[CH3:17])([CH:13]([CH3:15])[CH3:14])[N:5]1[CH:9]=[CH:8][C:7]([C:20]2[S:21][CH:22]=[CH:23][N:24]=2)=[CH:6]1)([CH3:3])[CH3:2]. (8) Given the reactants [NH2:1][C:2]1[S:12][C:5]2[CH2:6][O:7][C:8]([CH3:11])([CH3:10])[CH2:9][C:4]=2[C:3]=1[C:13]([O:15][C:16]([CH3:19])([CH3:18])[CH3:17])=[O:14].[F:20][C:21]1[CH:31]=[CH:30][C:24]([C:25]([N:27]=[C:28]=[S:29])=[O:26])=[CH:23][CH:22]=1, predict the reaction product. The product is: [F:20][C:21]1[CH:31]=[CH:30][C:24]([C:25]([NH:27][C:28](=[S:29])[NH:1][C:2]2[S:12][C:5]3[CH2:6][O:7][C:8]([CH3:11])([CH3:10])[CH2:9][C:4]=3[C:3]=2[C:13]([O:15][C:16]([CH3:19])([CH3:18])[CH3:17])=[O:14])=[O:26])=[CH:23][CH:22]=1. (9) Given the reactants C1(P(C2C=CC=CC=2)C2C=CC=CC=2)C=CC=CC=1.Br[CH2:21][C:22]([Br:25])(Br)[Br:23].[Cl:26][C:27]1[CH:28]=[C:29]2[C:33](=[CH:34][CH:35]=1)[N:32]([CH3:36])[C:31]([C:37]1[CH:42]=[CH:41][C:40]([Cl:43])=[CH:39][CH:38]=1)=[C:30]2C=O.C(N(CC)CC)C, predict the reaction product. The product is: [Br:23][C:22]([Br:25])=[CH:21][C:30]1[C:29]2[C:33](=[CH:34][CH:35]=[C:27]([Cl:26])[CH:28]=2)[N:32]([CH3:36])[C:31]=1[C:37]1[CH:42]=[CH:41][C:40]([Cl:43])=[CH:39][CH:38]=1.